This data is from Full USPTO retrosynthesis dataset with 1.9M reactions from patents (1976-2016). The task is: Predict the reactants needed to synthesize the given product. (1) Given the product [ClH:1].[Br:19][C:20]1[CH:25]=[CH:24][C:23]([NH:26][C:27]2[C:36]3[C:31](=[CH:32][C:33]([O:39][CH2:2][C@H:3]4[O:8][CH2:7][C@@H:6]5[CH2:9][CH2:10][CH2:11][N:5]5[CH2:4]4)=[C:34]([O:37][CH3:38])[CH:35]=3)[N:30]=[CH:29][N:28]=2)=[C:22]([Cl:40])[C:21]=1[Cl:41], predict the reactants needed to synthesize it. The reactants are: [Cl:1][CH2:2][C@H:3]1[O:8][CH2:7][C@@H:6]2[CH2:9][CH2:10][CH2:11][N:5]2[CH2:4]1.FC(F)(F)C(O)=O.[Br:19][C:20]1[CH:25]=[CH:24][C:23]([NH:26][C:27]2[C:36]3[C:31](=[CH:32][C:33]([OH:39])=[C:34]([O:37][CH3:38])[CH:35]=3)[N:30]=[CH:29][N:28]=2)=[C:22]([Cl:40])[C:21]=1[Cl:41].C(=O)([O-])[O-].[K+].[K+]. (2) Given the product [CH:10]([C:7]1[CH:8]=[CH:9][C:2]([O:18][C:16]2[CH:17]=[N:12][CH:13]=[N:14][CH:15]=2)=[C:3]([CH:6]=1)[C:4]#[N:5])=[O:11], predict the reactants needed to synthesize it. The reactants are: F[C:2]1[CH:9]=[CH:8][C:7]([CH:10]=[O:11])=[CH:6][C:3]=1[C:4]#[N:5].[N:12]1[CH:17]=[C:16]([OH:18])[CH:15]=[N:14][CH:13]=1.